Dataset: Human Reference Interactome with 51,813 positive PPI pairs across 8,248 proteins, plus equal number of experimentally-validated negative pairs. Task: Binary Classification. Given two protein amino acid sequences, predict whether they physically interact or not. (1) Protein 1 (ENSG00000152684) has sequence MKLVRKNIEKDNAGQVTLVPEEPEDMWHTYNLVQVGDSLRASTIRKVQTESSTGSVGSNRVRTTLTLCVEAIDFDSQACQLRVKGTNIQENEYVKMGAYHTIELEPNRQFTLAKKQWDSVVLERIEQACDPAWSADVAAVVMQEGLAHICLVTPSMTLTRAKVEVNIPRKRKGNCSQHDRALERFYEQVVQAIQRHIHFDVVKCILVASPGFVREQFCDYLFQQAVKTDNKLLLENRSKFLQVHASSGHKYSLKEALCDPTVASRLSDTKAAGEVKALDDFYKMLQHEPDRAFYGLKQVE.... Protein 2 (ENSG00000175866) has sequence MSLSRSEEMHRLTENVYKTIMEQFNPSLRNFIAMGKNYEKALAGVTYAAKGYFDALVKMGELASESQGSKELGDVLFQMAEVHRQIQNQLEEMLKSFHNELLTQLEQKVELDSRYLSAALKKYQTEQRSKGDALDKCQAELKKLRKKSQGSKNPQKYSDKELQYIDAISNKQGELENYVSDGYKTALTEERRRFCFLVEKQCAVAKNSAAYHSKGKELLAQKLPLWQQACADPSKIPERAVQLMQQVASNGATLPSALSASKSNLVISDPIPGAKPLPVPPELAPFVGRMSAQESTPIMN.... Result: 0 (the proteins do not interact). (2) Protein 1 (ENSG00000100359) has sequence MSGSHTPACGPFSALTPSIWPQEILAKYTQKEESAEQPEFYYDEFGFRVYKEEGDEPGSSLLANSPLMEDAPQRLRWQAHLEFTHNHDVGDLTWDKIAVSLPRSEKLRSLVLAGIPHGMRPQLWMRLSGALQKKRNSELSYREIVKNSSNDETIAAKQIEKDLLRTMPSNACFASMGSIGVPRLRRVLRALAWLYPEIGYCQGTGMVAACLLLFLEEEDAFWMMSAIIEDLLPASYFSTTLLGVQTDQRVLRHLIVQYLPRLDKLLQEHDIELSLITLHWFLTAFASVVDIKLLLRIWDL.... Protein 2 (ENSG00000173757) has sequence MAVWIQAQQLQGEALHQMQALYGQHFPIEVRHYLSQWIESQAWDSVDLDNPQENIKATQLLEGLVQELQKKAEHQVGEDGFLLKIKLGHYATQLQNTYDRCPMELVRCIRHILYNEQRLVREANNGSSPAGSLADAMSQKHLQINQTFEELRLVTQDTENELKKLQQTQEYFIIQYQESLRIQAQFGPLAQLSPQERLSRETALQQKQVSLEAWLQREAQTLQQYRVELAEKHQKTLQLLRKQQTIILDDELIQWKRRQQLAGNGGPPEGSLDVLQSWCEKLAEIIWQNRQQIRRAEHLC.... Result: 0 (the proteins do not interact). (3) Protein 1 (ENSG00000100906) has sequence MFQAAERPQEWAMEGPRDGLKKERLLDDRHDSGLDSMKDEEYEQMVKELQEIRLEPQEVPRGSEPWKQQLTEDGDSFLHLAIIHEEKALTMEVIRQVKGDLAFLNFQNNLQQTPLHLAVITNQPEIAEALLGAGCDPELRDFRGNTPLHLACEQGCLASVGVLTQSCTTPHLHSILKATNYNGHTCLHLASIHGYLGIVELLVSLGADVNAQEPCNGRTALHLAVDLQNPDLVSLLLKCGADVNRVTYQGYSPYQLTWGRPSTRIQQQLGQLTLENLQMLPESEDEESYDTESEFTEFTE.... Protein 2 (ENSG00000180176) has sequence MPTPDATTPQAKGFRRAVSELDAKQAEAIMGHQALGAVPSCEGV*MPTPDATTPQAKGFRRAVSELDAKQAEAIMSPRFIGRRQSLIEDARKEREAAVAAAAAAVPSEPGDPLEAVAFEEKEGKAVLNLLFSPRATKPSALSRAVKVFETFEAKIHHLETRPAQRPRAGGPHLEYFVRLEVRRGDLAALLSGVRQVSEDVRSPAGPKVPWFPRKVSELDKCHHLVTKFDPDLDLDHPGFSDQVYRQRRKLIAEIAFQYRHGDPIPRVEYTAEEIATWDCCHELLGHVPMLADRTFAQFSQ.... Result: 0 (the proteins do not interact). (4) Protein 1 (ENSG00000055118) has sequence MPVRRGHVAPQNTFLDTIIRKFEGQSRKFIIANARVENCAVIYCNDGFCELCGYSRAEVMQRPCTCDFLHGPRTQRRAAAQIAQALLGAEERKVEIAFYRKDGSCFLCLVDVVPVKNEDGAVIMFILNFEVVMEKDMVGSPAHDTNHRGPPTSWLAPGRAKTFRLKLPALLALTARESSVRSGGAGGAGAPGAVVVDVDLTPAAPSSESLALDEVTAMDNHVAGLGPAEERRALVGPGSPPRSAPGQLPSPRAHSLNPDASGSSCSLARTRSRESCASVRRASSADDIEAMRAGVLPPPP.... Protein 2 (ENSG00000277149) has sequence MDPSADTWDLSSPLISLWINRFYIYLGFAVSISLWICVQIVIEMQGFATVLAEAVTSLDLPVAIINLKEYDPDDHLIEEVGKNVDKWLWMLGVHRVMSRGEGDCDVVKSKHGSIEANFRAWKTKFISQLQALQKGERKKSCGGHCKKGKCESHQHGSEEREEGSQEQDELHHRDTKEEEPFESSSEEEFGGEDHQSLNSIVDVEDLGKIMDHVKKEKREKEQQEEKSGLFRNMGRNEDGERRAMITPALREALTKQVDAPRERSLLQTHILWNESHRCMETTPSLACANKCVFCWWHHNN.... Result: 0 (the proteins do not interact). (5) Protein 1 (ENSG00000070367) has sequence MATTAELFEEPFVADEYIERLVWRTPGGGSRGGPEAFDPKRLLEEFVNHIQELQIMDERIQRKVEKLEQQCQKEAKEFAKKVQELQKSNQIKEAADIIQKLHLIAQELPFDRFSEVKSKIASKYHDLECQLIQEFTSAQRRGEISRMREVAAVLLHFKGYSHCVDVYIKQCQEGAYLRNDIFEDAGILCQRVNKQVGDIFSNPETVLAKLIQNVFEIKLQSFVKEQLEECRKSDAEQYLKNLYDLYTRTTNLSSKLMEFNLGTDKQTFLSKLIKSIFISYLENYIEVETGYLKSRSAMIL.... Protein 2 (ENSG00000144036) has sequence MERGKMAEAESLETAAEHERILREIESTDTACIGPTLRSVYDGEEHGRFMEKLETRIRNHDREIEKMCNFHYQGFVDSITELLKVRGEAQKLKNQVTDTNRKLQHEGKELVIAMEELKQCRLQQRNISATVDKLMLCLPVLEMYSKLRDQMKTKRHYPALKTLEHLEHTYLPQVSHYRFCKVMVDNIPKLREEIKDVSMSDLKDFLESIRKHSDKIGETAMKQAQQQRNLDNIVLQQPRIGSKRKSKKDAYIIFDTEIESTSPKSEQDSGILDVEDEEDDEEVPGAQDLVDFSPVYRCLH.... Result: 1 (the proteins interact). (6) Protein 2 (ENSG00000177479) has sequence MSVDMNSQGSDSNEEDYDPNCEEEEEEEEDDPGDIEDYYVGVASDVEQQGADAFDPEEYQFTCLTYKESEGALNEHMTSLASVLKVSHSVAKLILVNFHWQVSEILDRYKSNSAQLLVEARVQPNPSKHVPTSHPPHHCAVCMQFVRKENLLSLACQHQFCRSCWEQHCSVLVKDGVGVGVSCMAQDCPLRTPEDFVFPLLPNEELREKYRRYLFRDYVESHYQLQLCPGADCPMVIRVQEPRARRVQCNRCNEVFCFKCRQMYHAPTDCATIRKWLTKCADDSETANYISAHTKDCPKC.... Protein 1 (ENSG00000007372) has sequence MQNSHSGVNQLGGVFVNGRPLPDSTRQKIVELAHSGARPCDISRILQVSNGCVSKILGRYYETGSIRPRAIGGSKPRVATPEVVSKIAQYKRECPSIFAWEIRDRLLSEGVCTNDNIPSVSSINRVLRNLASEKQQMGADGMYDKLRMLNGQTGSWGTRPGWYPGTSVPGQPTQDGCQQQEGGGENTNSISSNGEDSDEAQMRLQLKRKLQRNRTSFTQEQIEALEKEFERTHYPDVFARERLAAKIDLPEARIQVWFSNRRAKWRREEKLRNQRRQASNTPSHIPISSSFSTSVYQPIP.... Result: 1 (the proteins interact). (7) Protein 1 (ENSG00000158480) has sequence MGKPSSMDTKFKDDLFRKYVQFHESKVDTTTSRQRPGSDECLRVAASTLLSLHKVDPFYRFRLIQFYEVVESSLRSLSSSSLRALHGAFSMLETVGINLFLYPWKKEFRSIKTYTGPFVYYVKSTLLEEDIRAILSCMGYTPELGTAYKLRELVETLQVKMVSFELFLAKVECEQMLEIHSQVKDKGYSELDIVSERKSSAEDVRGCSDALRRRAEGREHLTASMSRVALQKSASERAAKDYYKPRVTKPSRSVDAYDSYWESRKPPLKASLSLRKEPVATDVGDDLKDEIIRPSPSLLT.... Protein 2 (ENSG00000103942) has sequence MGEQPIFTTRAHVFQIDPNTKKNWMPASKQAVTVSYFYDVTRNSYRIISVDGAKVIINSTITPNMTFTKTSQKFGQWADSRANTVFGLGFSSEQQLTKFAEKFQEVKEAAKIAKDKTQEKIETSSNHSQESGRETPSSTQASSVNGTDDEKASHAGPANTHLKSENDKLKIALTQSAANVKKWEIELQTLRESNARLTTALQESAASVEQWKRQFSICRDENDRLRNKIDELEEQCSEINREKEKNTQLKRRIEELEAELREKETELKDLRKQSEIIPQLMSECEYVSEKLEAAERDNQN.... Result: 0 (the proteins do not interact).